This data is from Full USPTO retrosynthesis dataset with 1.9M reactions from patents (1976-2016). The task is: Predict the reactants needed to synthesize the given product. (1) Given the product [C:19]([O:18][C:16](=[O:17])[NH:8][CH2:7][C:6]1[CH:9]=[CH:10][C:3]([OH:2])=[CH:4][CH:5]=1)([CH3:22])([CH3:21])[CH3:20], predict the reactants needed to synthesize it. The reactants are: Br.[OH:2][C:3]1[CH:10]=[CH:9][C:6]([CH2:7][NH2:8])=[CH:5][CH:4]=1.C([O-])(O)=O.[Na+].[C:16](O[C:16]([O:18][C:19]([CH3:22])([CH3:21])[CH3:20])=[O:17])([O:18][C:19]([CH3:22])([CH3:21])[CH3:20])=[O:17]. (2) The reactants are: [Cl:1][C:2]1[CH:3]=[C:4]2[C:9](=[CH:10][C:11]=1[O:12][C:13]1[CH:21]=[CH:20][C:16]([C:17](O)=[O:18])=[CH:15][CH:14]=1)[O:8][CH2:7][CH2:6][CH:5]2[C:22]([O:24][CH2:25][CH3:26])=[O:23].C(Cl)(=O)C(Cl)=O.[Cl:33][C:34]1[C:35]([CH2:41][CH2:42][NH2:43])=[N:36][CH:37]=[C:38]([Cl:40])[CH:39]=1.CCN(C(C)C)C(C)C. Given the product [Cl:1][C:2]1[CH:3]=[C:4]2[C:9](=[CH:10][C:11]=1[O:12][C:13]1[CH:14]=[CH:15][C:16]([C:17](=[O:18])[NH:43][CH2:42][CH2:41][C:35]3[C:34]([Cl:33])=[CH:39][C:38]([Cl:40])=[CH:37][N:36]=3)=[CH:20][CH:21]=1)[O:8][CH2:7][CH2:6][CH:5]2[C:22]([O:24][CH2:25][CH3:26])=[O:23], predict the reactants needed to synthesize it. (3) Given the product [C:3]([OH:10])(=[O:2])[CH2:4][CH2:5][C:6]([CH3:8])=[O:7].[CH3:11][O:13][C:14](=[O:22])[CH2:15][CH2:16][C:17]([CH3:19])=[O:18], predict the reactants needed to synthesize it. The reactants are: C[O:2][C:3](=[O:10])[CH2:4][CH2:5][C:6]([CH2:8]Cl)=[O:7].[CH2:11]([O:13][C:14](=[O:22])[CH2:15][CH:16](Cl)[C:17]([CH2:19]Cl)=[O:18])C.COC(=O)CCC(C)=O. (4) Given the product [C:31]([C@H:27]1[CH2:28][CH2:29][CH2:30][N:26]1[C:24](=[O:25])[CH2:23][O:22][C:19]1[CH:20]=[CH:21][C:16]([O:15][CH2:14][C:13]([N:9]2[CH2:10][CH2:11][CH2:12][C@@H:8]2[C:6]([OH:7])=[O:5])=[O:40])=[C:17]([O:38][CH3:39])[CH:18]=1)([OH:33])=[O:32], predict the reactants needed to synthesize it. The reactants are: C([O:5][C:6]([C@H:8]1[CH2:12][CH2:11][CH2:10][N:9]1[C:13](=[O:40])[CH2:14][O:15][C:16]1[CH:21]=[CH:20][C:19]([O:22][CH2:23][C:24]([N:26]2[CH2:30][CH2:29][CH2:28][C@@H:27]2[C:31]([O:33]C(C)(C)C)=[O:32])=[O:25])=[CH:18][C:17]=1[O:38][CH3:39])=[O:7])(C)(C)C.